Regression. Given two drug SMILES strings and cell line genomic features, predict the synergy score measuring deviation from expected non-interaction effect. From a dataset of NCI-60 drug combinations with 297,098 pairs across 59 cell lines. (1) Drug 1: CN(C)N=NC1=C(NC=N1)C(=O)N. Drug 2: CN(C)C1=NC(=NC(=N1)N(C)C)N(C)C. Cell line: MDA-MB-231. Synergy scores: CSS=-3.32, Synergy_ZIP=2.93, Synergy_Bliss=0.920, Synergy_Loewe=-4.58, Synergy_HSA=-3.69. (2) Synergy scores: CSS=-11.5, Synergy_ZIP=4.83, Synergy_Bliss=0.202, Synergy_Loewe=-10.3, Synergy_HSA=-9.59. Drug 1: CC1=C(C=C(C=C1)C(=O)NC2=CC(=CC(=C2)C(F)(F)F)N3C=C(N=C3)C)NC4=NC=CC(=N4)C5=CN=CC=C5. Drug 2: CC1=C(C(=CC=C1)Cl)NC(=O)C2=CN=C(S2)NC3=CC(=NC(=N3)C)N4CCN(CC4)CCO. Cell line: NCI-H322M.